The task is: Predict which catalyst facilitates the given reaction.. This data is from Catalyst prediction with 721,799 reactions and 888 catalyst types from USPTO. (1) Reactant: [B:10]1([B:10]2[O:14][C:13]([CH3:16])([CH3:15])[C:12]([CH3:18])([CH3:17])[O:11]2)[O:14][C:13]([CH3:16])([CH3:15])[C:12]([CH3:18])([CH3:17])[O:11]1.Br[C:20]1[CH:21]=[N:22][N:23]([CH:25]2[CH2:30][CH2:29][CH2:28][CH2:27][O:26]2)[CH:24]=1.C([O-])(=O)C.[K+].C(Cl)Cl. Product: [O:26]1[CH2:27][CH2:28][CH2:29][CH2:30][CH:25]1[N:23]1[CH:24]=[C:20]([B:10]2[O:11][C:12]([CH3:17])([CH3:18])[C:13]([CH3:15])([CH3:16])[O:14]2)[CH:21]=[N:22]1. The catalyst class is: 12. (2) Reactant: [CH3:1][O:2][C:3]([N:5]1[CH2:14][CH2:13][C:12]2[C:7](=[CH:8][CH:9]=[CH:10][C:11]=2[N:15]([CH2:22][C:23](=[O:37])[N:24]([CH2:30][C:31]2[CH:36]=[CH:35][CH:34]=[CH:33][CH:32]=2)[CH2:25][CH2:26][N:27]([CH3:29])[CH3:28])C(=O)C(F)(F)F)[CH:6]1C)=[O:4].C([O-])([O-])=O.[K+].[K+]. Product: [CH3:1][O:2][C:3]([N:5]1[CH2:14][CH2:13][C:12]2[C:7](=[CH:8][CH:9]=[CH:10][C:11]=2[NH:15][CH2:22][C:23](=[O:37])[N:24]([CH2:30][C:31]2[CH:32]=[CH:33][CH:34]=[CH:35][CH:36]=2)[CH2:25][CH2:26][N:27]([CH3:28])[CH3:29])[CH2:6]1)=[O:4]. The catalyst class is: 24. (3) The catalyst class is: 4. Reactant: [CH2:1]([O:3][C:4]1[CH:13]=[CH:12][CH:11]=[C:10]([O:14][CH2:15][CH3:16])[C:5]=1[C:6]([O:8][CH3:9])=[O:7])[CH3:2].S(=O)(=O)(O)O.[N+:22]([O-])([OH:24])=[O:23].O. Product: [CH2:15]([O:14][C:10]1[C:11]([N+:22]([O-:24])=[O:23])=[CH:12][CH:13]=[C:4]([O:3][CH2:1][CH3:2])[C:5]=1[C:6]([O:8][CH3:9])=[O:7])[CH3:16]. (4) Reactant: [S:1]1[CH:5]=[CH:4][N:3]2[CH:6]=[C:7]([C:9]([O:11]CC)=O)[N:8]=[C:2]12.O.[NH2:15][NH2:16]. Product: [S:1]1[CH:5]=[CH:4][N:3]2[CH:6]=[C:7]([C:9]([NH:15][NH2:16])=[O:11])[N:8]=[C:2]12. The catalyst class is: 14. (5) Reactant: [NH2:1][C:2]1[CH:7]=[CH:6][CH:5]=[CH:4][C:3]=1[C:8](=[C:22]1[CH2:27][CH2:26][N:25]([CH2:28][CH2:29][CH2:30][CH3:31])[CH2:24][CH2:23]1)[C:9]1[CH:21]=[CH:20][C:12]([C:13]([N:15]([CH2:18][CH3:19])[CH2:16][CH3:17])=[O:14])=[CH:11][CH:10]=1.BrC(=C1CCN(CC2C=CN=CC=2)CC1)C1C=C[C:37]([C:38]([N:40](CC)CC)=O)=CC=1.NC1C=CC=CC=1B(O)O.C([O-])([O-])=O.[Na+].[Na+]. Product: [NH2:1][C:2]1[CH:7]=[CH:6][CH:5]=[CH:4][C:3]=1[C:8](=[C:22]1[CH2:27][CH2:26][N:25]([CH2:28][C:29]2[CH:37]=[CH:38][N:40]=[CH:31][CH:30]=2)[CH2:24][CH2:23]1)[C:9]1[CH:21]=[CH:20][C:12]([C:13]([N:15]([CH2:18][CH3:19])[CH2:16][CH3:17])=[O:14])=[CH:11][CH:10]=1. The catalyst class is: 548. (6) Reactant: [NH2:1][C@H:2]1[CH2:7][CH2:6][C@H:5]([NH:8][C:9]([CH3:13])([CH3:12])[CH2:10][OH:11])[CH2:4][CH2:3]1.[Cl:14][C:15]1[C:16]([C:22]2[CH:27]=[CH:26][CH:25]=[C:24]([NH:28][CH2:29][C:30]3([C:36]#[N:37])[CH2:35][CH2:34][O:33][CH2:32][CH2:31]3)[N:23]=2)=[CH:17][C:18](F)=[N:19][CH:20]=1.N1C=CC(C)=CC=1C. Product: [Cl:14][C:15]1[C:16]([C:22]2[CH:27]=[CH:26][CH:25]=[C:24]([NH:28][CH2:29][C:30]3([C:36]#[N:37])[CH2:35][CH2:34][O:33][CH2:32][CH2:31]3)[N:23]=2)=[CH:17][C:18]([NH:1][C@H:2]2[CH2:3][CH2:4][C@H:5]([NH:8][C:9]([CH3:13])([CH3:12])[CH2:10][OH:11])[CH2:6][CH2:7]2)=[N:19][CH:20]=1. The catalyst class is: 16. (7) Reactant: [CH3:1][C:2]1[CH:7]=[CH:6][CH:5]=[C:4]([C:8]#[C:9][CH:10]=[C:11]2[CH2:16][CH2:15][NH:14][CH2:13][CH2:12]2)[N:3]=1.Br[C:18]1[CH:19]=[N:20][CH:21]=[C:22]([C:24]([F:27])([F:26])[F:25])[CH:23]=1.CCN(C(C)C)C(C)C.CN1CCCC1=O. Product: [CH3:1][C:2]1[CH:7]=[CH:6][CH:5]=[C:4]([C:8]#[C:9][CH:10]=[C:11]2[CH2:12][CH2:13][N:14]([C:18]3[CH:19]=[N:20][CH:21]=[C:22]([C:24]([F:27])([F:26])[F:25])[CH:23]=3)[CH2:15][CH2:16]2)[N:3]=1. The catalyst class is: 25. (8) Reactant: [S:1]1[C:5]2[CH:6]=[CH:7][C:8]([NH:10][C:11]3[C:20]4[C:15](=[CH:16][CH:17]=[C:18]([S:21]([C:24]([CH3:30])([CH3:29])[C:25]([O:27]C)=[O:26])(=[O:23])=[O:22])[CH:19]=4)[N:14]=[CH:13][CH:12]=3)=[CH:9][C:4]=2[N:3]=[CH:2]1.[Li+].[OH-].C1COCC1.O. Product: [S:1]1[C:5]2[CH:6]=[CH:7][C:8]([NH:10][C:11]3[C:20]4[C:15](=[CH:16][CH:17]=[C:18]([S:21]([C:24]([CH3:30])([CH3:29])[C:25]([OH:27])=[O:26])(=[O:23])=[O:22])[CH:19]=4)[N:14]=[CH:13][CH:12]=3)=[CH:9][C:4]=2[N:3]=[CH:2]1. The catalyst class is: 121.